From a dataset of Reaction yield outcomes from USPTO patents with 853,638 reactions. Predict the reaction yield, written as a fraction of the theoretical maximum amount of product (1.0 means a 100% yield; for example, 0.34 means a 34% yield). The reactants are Br[C:2]1[C:3]([Cl:9])=[N:4][C:5]([Cl:8])=[N:6][CH:7]=1.C([Mg]Cl)(C)C.[C:15]([Si:19]([CH3:34])([CH3:33])[O:20][C:21]1[C:22]([O:31][CH3:32])=[C:23]([C:26]([F:30])=[C:27]([F:29])[CH:28]=1)[CH:24]=[O:25])([CH3:18])([CH3:17])[CH3:16].[Cl-].[NH4+]. The catalyst is O1CCCC1.O.C(OCC)(=O)C. The product is [C:15]([Si:19]([CH3:34])([CH3:33])[O:20][C:21]1[C:22]([O:31][CH3:32])=[C:23]([CH:24]([C:2]2[C:3]([Cl:9])=[N:4][C:5]([Cl:8])=[N:6][CH:7]=2)[OH:25])[C:26]([F:30])=[C:27]([F:29])[CH:28]=1)([CH3:18])([CH3:17])[CH3:16]. The yield is 0.650.